Dataset: NCI-60 drug combinations with 297,098 pairs across 59 cell lines. Task: Regression. Given two drug SMILES strings and cell line genomic features, predict the synergy score measuring deviation from expected non-interaction effect. (1) Drug 1: C1=NC(=NC(=O)N1C2C(C(C(O2)CO)O)O)N. Drug 2: C1CN(CCN1C(=O)CCBr)C(=O)CCBr. Cell line: CCRF-CEM. Synergy scores: CSS=89.5, Synergy_ZIP=0.490, Synergy_Bliss=1.42, Synergy_Loewe=2.69, Synergy_HSA=5.28. (2) Drug 1: CC1=C2C(C(=O)C3(C(CC4C(C3C(C(C2(C)C)(CC1OC(=O)C(C(C5=CC=CC=C5)NC(=O)OC(C)(C)C)O)O)OC(=O)C6=CC=CC=C6)(CO4)OC(=O)C)OC)C)OC. Drug 2: CN(CCCl)CCCl.Cl. Cell line: M14. Synergy scores: CSS=51.4, Synergy_ZIP=9.76, Synergy_Bliss=10.4, Synergy_Loewe=-27.7, Synergy_HSA=8.68. (3) Drug 1: CCCCC(=O)OCC(=O)C1(CC(C2=C(C1)C(=C3C(=C2O)C(=O)C4=C(C3=O)C=CC=C4OC)O)OC5CC(C(C(O5)C)O)NC(=O)C(F)(F)F)O. Drug 2: C1CN1C2=NC(=NC(=N2)N3CC3)N4CC4. Cell line: COLO 205. Synergy scores: CSS=46.7, Synergy_ZIP=-2.25, Synergy_Bliss=3.00, Synergy_Loewe=-15.5, Synergy_HSA=-1.60. (4) Synergy scores: CSS=29.1, Synergy_ZIP=4.85, Synergy_Bliss=3.02, Synergy_Loewe=-9.67, Synergy_HSA=1.07. Drug 2: CC1=C(C=C(C=C1)NC(=O)C2=CC=C(C=C2)CN3CCN(CC3)C)NC4=NC=CC(=N4)C5=CN=CC=C5. Cell line: HCC-2998. Drug 1: C1=CC(=CC=C1CCC2=CNC3=C2C(=O)NC(=N3)N)C(=O)NC(CCC(=O)O)C(=O)O.